Dataset: Full USPTO retrosynthesis dataset with 1.9M reactions from patents (1976-2016). Task: Predict the reactants needed to synthesize the given product. (1) Given the product [N:13]1[CH:18]=[CH:17][CH:16]=[C:15]([CH2:19][O:20][C:2]2[CH:12]=[CH:11][C:5]([C:6]([OH:8])=[O:7])=[CH:4][N:3]=2)[CH:14]=1, predict the reactants needed to synthesize it. The reactants are: Cl[C:2]1[CH:12]=[CH:11][C:5]([C:6]([O:8]CC)=[O:7])=[CH:4][N:3]=1.[N:13]1[CH:18]=[CH:17][CH:16]=[C:15]([CH2:19][OH:20])[CH:14]=1. (2) The reactants are: [S:1]1[CH:5]=[CH:4][CH:3]=[C:2]1[CH2:6][NH:7][C:8]([C:10]1[N:11]=[C:12]2[C:17]([C:18]([F:21])([F:20])[F:19])=[CH:16][C:15](Br)=[CH:14][N:13]2[C:23]=1[Cl:24])=[O:9].[C:25]1([C:31]#[CH:32])[CH:30]=[CH:29][CH:28]=[CH:27][CH:26]=1.C(N(CC)CC)C. Given the product [S:1]1[CH:5]=[CH:4][CH:3]=[C:2]1[CH2:6][NH:7][C:8]([C:10]1[N:11]=[C:12]2[C:17]([C:18]([F:21])([F:20])[F:19])=[CH:16][C:15]([C:32]#[C:31][C:25]3[CH:30]=[CH:29][CH:28]=[CH:27][CH:26]=3)=[CH:14][N:13]2[C:23]=1[Cl:24])=[O:9], predict the reactants needed to synthesize it. (3) The reactants are: [C:1]([O:5][C:6]([NH:8][C:9]1[CH:14]=[CH:13][C:12]([CH2:15][C:16]([OH:18])=O)=[CH:11][CH:10]=1)=[O:7])([CH3:4])([CH3:3])[CH3:2].Cl.CN(C)CCCN=C=NCC.[CH2:31]([NH2:38])[C:32]1[CH:37]=[CH:36][CH:35]=[CH:34][CH:33]=1.C(=O)([O-])[O-].[K+].[K+]. Given the product [CH2:31]([NH:38][C:16](=[O:18])[CH2:15][C:12]1[CH:11]=[CH:10][C:9]([NH:8][C:6]([O:5][C:1]([CH3:2])([CH3:3])[CH3:4])=[O:7])=[CH:14][CH:13]=1)[C:32]1[CH:37]=[CH:36][CH:35]=[CH:34][CH:33]=1, predict the reactants needed to synthesize it. (4) The reactants are: [CH2:1]([O:3][C:4]1[CH:5]=[N:6][C:7]([C:10]2[CH:11]=[C:12]([CH:26]=[CH:27][CH:28]=2)[CH2:13][C:14]2[C:19](=[O:20])[CH:18]=[CH:17][N:16]([C:21]3[CH:22]=[N:23][NH:24][CH:25]=3)[N:15]=2)=[N:8][CH:9]=1)[CH3:2].Br[CH2:30][CH2:31][C:32]#[N:33].C([O-])([O-])=O.[Cs+].[Cs+]. Given the product [CH2:1]([O:3][C:4]1[CH:9]=[N:8][C:7]([C:10]2[CH:11]=[C:12]([CH:13]([C:14]3[C:19](=[O:20])[CH:18]=[CH:17][N:16]([C:21]4[CH:22]=[N:23][NH:24][CH:25]=4)[N:15]=3)[CH2:30][CH2:31][C:32]#[N:33])[CH:26]=[CH:27][CH:28]=2)=[N:6][CH:5]=1)[CH3:2], predict the reactants needed to synthesize it. (5) Given the product [CH:23]([C@H:6]1[C:5]2[C:9](=[CH:10][C:2]([C:62]([OH:57])=[O:63])=[CH:3][CH:4]=2)[C:8](=[O:11])[N:7]1[CH2:12][C@H:13]1[CH2:18][CH2:17][C@H:16]([C:19]([F:20])([F:22])[F:21])[CH2:15][CH2:14]1)([CH3:25])[CH3:24], predict the reactants needed to synthesize it. The reactants are: Cl[C:2]1[CH:10]=[C:9]2[C:5]([C@H:6]([CH:23]([CH3:25])[CH3:24])[N:7]([CH2:12][C@H:13]3[CH2:18][CH2:17][C@H:16]([C:19]([F:22])([F:21])[F:20])[CH2:15][CH2:14]3)[C:8]2=[O:11])=[CH:4][CH:3]=1.N12CCCN=C1CCCCC2.N#N.F[B-](F)(F)F.C([PH+](C(C)(C)C)C(C)(C)C)(C)(C)C.[O:57]1[CH2:62]COCC1.[OH2:63]. (6) Given the product [CH3:1][O:2][CH2:3][CH2:4][O:5][C:6]1[CH:11]=[CH:10][C:9]2[C:12]3([CH2:22][O:23][C:8]=2[CH:7]=1)[C:20]1[C:15](=[CH:16][CH:17]=[CH:18][CH:19]=1)[N:14]([CH2:31][C:32]1[CH:27]=[CH:26][CH:33]=[CH:43][N:24]=1)[C:13]3=[O:21], predict the reactants needed to synthesize it. The reactants are: [CH3:1][O:2][CH2:3][CH2:4][O:5][C:6]1[CH:11]=[CH:10][C:9]2[C:12]3([CH2:22][O:23][C:8]=2[CH:7]=1)[C:20]1[C:15](=[CH:16][CH:17]=[CH:18][CH:19]=1)[NH:14][C:13]3=[O:21].[NH:24]1[C:32]2[C:27](=CC=C[CH:31]=2)[C:26]2(COC3C=C4C(=[CH:43][C:33]2=3)CCO4)C1=O.Br.BrCC1C=CC=CN=1.ClCC1C=NC(OC)=NC=1. (7) Given the product [O:42]=[C:38]1[NH:39][CH2:40][CH2:41][N:36]([CH2:35][C:32]2[CH:31]=[CH:30][C:29]([NH:28][C:4]([C:6]3[C:7]4[N:8]=[CH:9][CH:10]=[N:11][C:12]=4[C:13]([C:16]4[C:21]([F:22])=[C:20]([O:23][CH3:24])[CH:19]=[C:18]([O:25][CH3:26])[C:17]=4[F:27])=[CH:14][CH:15]=3)=[O:5])=[N:34][CH:33]=2)[CH2:37]1, predict the reactants needed to synthesize it. The reactants are: C(O[C:4]([C:6]1[C:7]2[N:8]=[CH:9][CH:10]=[N:11][C:12]=2[C:13]([C:16]2[C:21]([F:22])=[C:20]([O:23][CH3:24])[CH:19]=[C:18]([O:25][CH3:26])[C:17]=2[F:27])=[CH:14][CH:15]=1)=[O:5])C.[NH2:28][C:29]1[N:34]=[CH:33][C:32]([CH2:35][N:36]2[CH2:41][CH2:40][NH:39][C:38](=[O:42])[CH2:37]2)=[CH:31][CH:30]=1.C[Al](C)C.C([O-])(O)=O.[Na+].